Dataset: Full USPTO retrosynthesis dataset with 1.9M reactions from patents (1976-2016). Task: Predict the reactants needed to synthesize the given product. (1) The reactants are: [CH3:1][CH:2]1[CH2:10][C:9]2[C:4](=[CH:5][CH:6]=[CH:7][C:8]=2[S:11][C:12]2[CH:20]=[CH:19][CH:18]=[C:17]3[C:13]=2[CH2:14][CH:15]([CH3:22])[C:16]3=O)[C:3]1=O.[C:24]1([Mg]Br)[CH:29]=[CH:28][CH:27]=[CH:26][CH:25]=1.[Mg].Br[C:34]1[CH:39]=[CH:38][CH:37]=[CH:36][CH:35]=1.Cl. Given the product [CH3:1][C:2]1[CH2:10][C:9]2[C:4]([C:3]=1[C:24]1[CH:29]=[CH:28][CH:27]=[CH:26][CH:25]=1)=[CH:5][CH:6]=[CH:7][C:8]=2[S:11][C:12]1[CH:20]=[CH:19][CH:18]=[C:17]2[C:13]=1[CH2:14][C:15]([CH3:22])=[C:16]2[C:34]1[CH:39]=[CH:38][CH:37]=[CH:36][CH:35]=1, predict the reactants needed to synthesize it. (2) The reactants are: C(=O)([O-])[O-].[Cs+].[Cs+].[N+:7]([C:10]1[CH:15]=[CH:14][C:13]([OH:16])=[CH:12][CH:11]=1)([O-:9])=[O:8].[CH2:17]([O:19][C:20](=[O:29])[CH:21]([C:23]1[CH:28]=[CH:27][CH:26]=[CH:25][CH:24]=1)Br)[CH3:18]. Given the product [CH2:17]([O:19][C:20](=[O:29])[CH:21]([O:16][C:13]1[CH:14]=[CH:15][C:10]([N+:7]([O-:9])=[O:8])=[CH:11][CH:12]=1)[C:23]1[CH:28]=[CH:27][CH:26]=[CH:25][CH:24]=1)[CH3:18], predict the reactants needed to synthesize it. (3) Given the product [CH3:10][N:11]([CH:19]1[CH2:24][CH2:23][N:22]([CH2:25][C:26]2([CH3:29])[O:27][C:2]3=[N:6][C:5]([N+:7]([O-:9])=[O:8])=[CH:4][N:3]3[CH2:28]2)[CH2:21][CH2:20]1)[C:12](=[O:18])[O:13][C:14]([CH3:17])([CH3:15])[CH3:16], predict the reactants needed to synthesize it. The reactants are: Cl[C:2]1[NH:3][CH:4]=[C:5]([N+:7]([O-:9])=[O:8])[N:6]=1.[CH3:10][N:11]([CH:19]1[CH2:24][CH2:23][N:22]([CH2:25][C:26]2([CH3:29])[CH2:28][O:27]2)[CH2:21][CH2:20]1)[C:12](=[O:18])[O:13][C:14]([CH3:17])([CH3:16])[CH3:15].C([O-])(=O)C.[Na+]. (4) Given the product [C:18]([O:17][C:16]([NH:15][C@H:10]1[CH2:11][CH2:12][CH2:13][CH2:14][C@H:9]1[NH:8][C:7]1[N:6]=[C:5]([NH:23][C:24]2[CH:25]=[C:26]([CH3:30])[CH:27]=[CH:28][CH:29]=2)[C:4]2[C:31](=[O:34])[NH:32][CH2:33][C:3]=2[C:2]=1[C:47]1[CH:43]=[N:44][N:45]([C:48]([O:50][C:51]([CH3:54])([CH3:53])[CH3:52])=[O:49])[CH:46]=1)=[O:22])([CH3:21])([CH3:20])[CH3:19], predict the reactants needed to synthesize it. The reactants are: I[C:2]1[C:3]2[CH2:33][NH:32][C:31](=[O:34])[C:4]=2[C:5]([NH:23][C:24]2[CH:25]=[C:26]([CH3:30])[CH:27]=[CH:28][CH:29]=2)=[N:6][C:7]=1[NH:8][C@@H:9]1[CH2:14][CH2:13][CH2:12][CH2:11][C@@H:10]1[NH:15][C:16](=[O:22])[O:17][C:18]([CH3:21])([CH3:20])[CH3:19].CC1(C)C(C)(C)OB([C:43]2[CH:47]=[CH:46][N:45]([C:48]([O:50][C:51]([CH3:54])([CH3:53])[CH3:52])=[O:49])[N:44]=2)O1.C(=O)([O-])[O-].[Na+].[Na+]. (5) Given the product [N:23]1([C:17]([C:16]2[CH:20]=[CH:21][C:13]([NH2:12])=[CH:14][C:15]=2[Cl:22])=[O:19])[CH2:29][CH2:28][CH2:27][CH2:26][CH2:25][CH2:24]1, predict the reactants needed to synthesize it. The reactants are: CCN=C=NCCCN(C)C.[NH2:12][C:13]1[CH:21]=[CH:20][C:16]([C:17]([OH:19])=O)=[C:15]([Cl:22])[CH:14]=1.[NH:23]1[CH2:29][CH2:28][CH2:27][CH2:26][CH2:25][CH2:24]1.